Task: Predict the reactants needed to synthesize the given product.. Dataset: Full USPTO retrosynthesis dataset with 1.9M reactions from patents (1976-2016) (1) Given the product [C:1]([O:5][C:6](=[O:18])[CH2:7][N:8]1[C:16]2[C:11](=[CH:12][CH:13]=[C:14]([O:17][CH2:20][C:21]3[CH:26]=[N:25][C:24]([C:27]4[CH:32]=[CH:31][C:30]([O:33][C:34]([F:37])([F:35])[F:36])=[CH:29][CH:28]=4)=[CH:23][CH:22]=3)[CH:15]=2)[CH:10]=[CH:9]1)([CH3:4])([CH3:2])[CH3:3], predict the reactants needed to synthesize it. The reactants are: [C:1]([O:5][C:6](=[O:18])[CH2:7][N:8]1[C:16]2[C:11](=[CH:12][CH:13]=[C:14]([OH:17])[CH:15]=2)[CH:10]=[CH:9]1)([CH3:4])([CH3:3])[CH3:2].Cl[CH2:20][C:21]1[CH:22]=[CH:23][C:24]([C:27]2[CH:32]=[CH:31][C:30]([O:33][C:34]([F:37])([F:36])[F:35])=[CH:29][CH:28]=2)=[N:25][CH:26]=1.C(=O)([O-])[O-].[Cs+].[Cs+].[I-].[K+]. (2) Given the product [OH:18][C:26]1[CH:27]=[C:28]([S:32][CH2:2][CH2:3][N:4]([N:13]2[CH:17]=[N:16][N:15]=[CH:14]2)[C:5]2[CH:12]=[CH:11][C:8]([C:9]#[N:10])=[CH:7][CH:6]=2)[CH:29]=[CH:30][CH:31]=1, predict the reactants needed to synthesize it. The reactants are: Br[CH2:2][CH2:3][N:4]([N:13]1[CH:17]=[N:16][N:15]=[CH:14]1)[C:5]1[CH:12]=[CH:11][C:8]([C:9]#[N:10])=[CH:7][CH:6]=1.[O:18]([C:26]1[CH:27]=[C:28]([SH:32])[CH:29]=[CH:30][CH:31]=1)[Si](C(C)(C)C)(C)C.C(=O)([O-])[O-].[K+].[K+].C(OCC)(=O)C.